From a dataset of Reaction yield outcomes from USPTO patents with 853,638 reactions. Predict the reaction yield, written as a fraction of the theoretical maximum amount of product (1.0 means a 100% yield; for example, 0.34 means a 34% yield). (1) The reactants are [Cl:1][C:2]1[N:7]=[C:6](Cl)[C:5]([CH:9]=O)=[C:4]([Cl:11])[N:3]=1.Cl.[NH:13]([CH2:15][CH2:16][N:17]1[CH2:22][CH2:21][O:20][CH2:19][CH2:18]1)[NH2:14]. The catalyst is CCO. The product is [Cl:11][C:4]1[N:3]=[C:2]([Cl:1])[N:7]=[C:6]2[N:13]([CH2:15][CH2:16][N:17]3[CH2:22][CH2:21][O:20][CH2:19][CH2:18]3)[N:14]=[CH:9][C:5]=12. The yield is 0.290. (2) The reactants are [Cl:1][C:2]1[C:10]2[C:5](=[CH:6][C:7]([F:12])=[C:8]([NH2:11])[CH:9]=2)[NH:4][N:3]=1.[F:13][C:14]([F:33])([F:32])[C:15]1[CH:20]=[CH:19][C:18]([CH:21]2[CH2:26][C:25](=[O:27])[NH:24][C:23]([CH3:28])=[C:22]2[C:29](O)=[O:30])=[CH:17][CH:16]=1.C(Cl)CCl.CCN(CC)CC. The catalyst is CN(C=O)C.CCOC(C)=O.Cl. The product is [Cl:1][C:2]1[C:10]2[C:5](=[CH:6][C:7]([F:12])=[C:8]([NH:11][C:29]([C:22]3[CH:21]([C:18]4[CH:19]=[CH:20][C:15]([C:14]([F:33])([F:13])[F:32])=[CH:16][CH:17]=4)[CH2:26][C:25](=[O:27])[NH:24][C:23]=3[CH3:28])=[O:30])[CH:9]=2)[NH:4][N:3]=1. The yield is 0.0500. (3) The reactants are Br[C:2]1[CH:7]=[CH:6][CH:5]=[CH:4][C:3]=1[N:8]1[CH2:13][CH2:12][C:11]2[O:14][C:15]([C:17]3[CH:22]=[CH:21][CH:20]=[CH:19][N:18]=3)=[N:16][C:10]=2[CH2:9]1.[NH:23]1[CH2:28][CH2:27][O:26][CH2:25][CH2:24]1.C1C=CC(P(C2C(C3C(P(C4C=CC=CC=4)C4C=CC=CC=4)=CC=C4C=3C=CC=C4)=C3C(C=CC=C3)=CC=2)C2C=CC=CC=2)=CC=1.C(O[Na])(C)(C)C. The catalyst is C1(C)C=CC=CC=1.C1C=CC(/C=C/C(/C=C/C2C=CC=CC=2)=O)=CC=1.C1C=CC(/C=C/C(/C=C/C2C=CC=CC=2)=O)=CC=1.C1C=CC(/C=C/C(/C=C/C2C=CC=CC=2)=O)=CC=1.[Pd].[Pd]. The product is [O:26]1[CH2:27][CH2:28][N:23]([C:2]2[CH:7]=[CH:6][CH:5]=[CH:4][C:3]=2[N:8]2[CH2:13][CH2:12][C:11]3[O:14][C:15]([C:17]4[CH:22]=[CH:21][CH:20]=[CH:19][N:18]=4)=[N:16][C:10]=3[CH2:9]2)[CH2:24][CH2:25]1. The yield is 0.480. (4) The reactants are [NH2:1][CH2:2][CH2:3][C:4]1[CH:9]=[CH:8][C:7]([CH2:10][CH2:11][N:12]2[CH2:17][CH2:16][CH:15]([CH2:18][N:19]3[CH:23]=[N:22][C:21]([C:24]([CH:32]4[CH2:37][CH2:36][CH2:35][CH2:34][CH2:33]4)([C:26]4[CH:31]=[CH:30][CH:29]=[CH:28][CH:27]=4)[OH:25])=[N:20]3)[CH2:14][CH2:13]2)=[CH:6][CH:5]=1.[CH2:38]([O:45][C:46]1[CH:47]=[CH:48][C:49]([C@@H:57]([O:60][Si:61]([C:64]([CH3:67])([CH3:66])[CH3:65])([CH3:63])[CH3:62])[CH2:58]Br)=[C:50]2[C:55]=1[NH:54][C:53](=[O:56])[CH:52]=[CH:51]2)[C:39]1[CH:44]=[CH:43][CH:42]=[CH:41][CH:40]=1. No catalyst specified. The product is [CH2:38]([O:45][C:46]1[CH:47]=[CH:48][C:49]([C@@H:57]([O:60][Si:61]([C:64]([CH3:65])([CH3:67])[CH3:66])([CH3:63])[CH3:62])[CH2:58][NH:1][CH2:2][CH2:3][C:4]2[CH:5]=[CH:6][C:7]([CH2:10][CH2:11][N:12]3[CH2:13][CH2:14][CH:15]([CH2:18][N:19]4[CH:23]=[N:22][C:21]([C@:24]([CH:32]5[CH2:33][CH2:34][CH2:35][CH2:36][CH2:37]5)([OH:25])[C:26]5[CH:27]=[CH:28][CH:29]=[CH:30][CH:31]=5)=[N:20]4)[CH2:16][CH2:17]3)=[CH:8][CH:9]=2)=[C:50]2[C:55]=1[NH:54][C:53](=[O:56])[CH:52]=[CH:51]2)[C:39]1[CH:40]=[CH:41][CH:42]=[CH:43][CH:44]=1. The yield is 0.400. (5) The yield is 0.880. The catalyst is O1CCCC1. The reactants are Cl[S:2]([C:5]1[CH:6]=[C:7]2[C:11](=[CH:12][CH:13]=1)[NH:10][C:9](=[O:14])[CH2:8]2)(=[O:4])=[O:3].[CH3:15][NH2:16]. The product is [CH3:15][NH:16][S:2]([C:5]1[CH:6]=[C:7]2[C:11](=[CH:12][CH:13]=1)[NH:10][C:9](=[O:14])[CH2:8]2)(=[O:4])=[O:3].